Predict the reactants needed to synthesize the given product. From a dataset of Full USPTO retrosynthesis dataset with 1.9M reactions from patents (1976-2016). (1) Given the product [CH3:17][S:14]([C:11]1[CH:12]=[CH:13][C:8]([C:5]2[C:4]([C:18]3[CH:23]=[CH:22][CH:21]=[CH:20][CH:19]=3)=[C:3]([C:2]([F:25])([F:26])[F:24])[O:7][N:6]=2)=[CH:9][CH:10]=1)(=[O:16])=[O:15], predict the reactants needed to synthesize it. The reactants are: Br[C:2]([F:25])([F:24])[C:3]1[O:7][N:6]=[C:5]([C:8]2[CH:13]=[CH:12][C:11]([S:14]([CH3:17])(=[O:16])=[O:15])=[CH:10][CH:9]=2)[C:4]=1[C:18]1[CH:23]=[CH:22][CH:21]=[CH:20][CH:19]=1.[F-:26].[K+].CC#N. (2) Given the product [C:1]([CH:5]1[CH2:6][CH2:7][CH:8]([O:11][C:12]2[CH:13]=[C:14]3[C:19](=[CH:20][CH:21]=2)[CH:18]=[C:17]([CH2:22][N:23]2[CH2:24][CH2:25][CH:26]([C:29]([OH:31])=[O:30])[CH:27]([CH3:34])[CH2:28]2)[CH:16]=[CH:15]3)[CH2:9][CH2:10]1)([CH3:3])([CH3:2])[CH3:4], predict the reactants needed to synthesize it. The reactants are: [C:1]([CH:5]1[CH2:10][CH2:9][CH:8]([O:11][C:12]2[CH:13]=[C:14]3[C:19](=[CH:20][CH:21]=2)[CH:18]=[C:17]([CH2:22][N:23]2[CH2:28][CH2:27][C:26](CC)([C:29]([OH:31])=[O:30])[CH2:25][CH2:24]2)[CH:16]=[CH:15]3)[CH2:7][CH2:6]1)([CH3:4])([CH3:3])[CH3:2].[CH3:34]C1C(C(O)=O)CCNC1.C(C1CCC(OC2C=C3C(=CC=2)C=C(C=O)C=C3)CC1)(C)(C)C.C(O)(=O)C.CO.C([BH3-])#N.[Na+]. (3) Given the product [CH2:16]([C:5]1([CH2:13][CH2:14][CH2:2][CH2:3][CH2:4][CH2:12][CH2:11][CH3:10])[C:4]2[CH:3]=[C:2]([Br:1])[CH:14]=[CH:13][C:12]=2[C:11]2[C:6]1=[CH:7][C:8]([Br:15])=[CH:9][CH:10]=2)[CH2:17][CH2:18][CH2:19][CH2:20][CH2:21][CH2:22][CH3:23], predict the reactants needed to synthesize it. The reactants are: [Br:1][C:2]1[CH:14]=[CH:13][C:12]2[C:11]3[C:6](=[CH:7][C:8]([Br:15])=[CH:9][CH:10]=3)[CH2:5][C:4]=2[CH:3]=1.[CH2:16](Br)[CH2:17][CH2:18][CH2:19][CH2:20][CH2:21][CH2:22][CH3:23].[OH-].[Na+]. (4) The reactants are: C(OC([N:8]1[CH2:12][CH2:11][CH2:10][C@H:9]1[CH2:13][NH:14][C:15]1[CH:20]=[CH:19][C:18]([CH2:21][CH2:22][C:23](=[O:29])[N:24]([CH2:27][CH3:28])[CH2:25][CH3:26])=[CH:17][C:16]=1[O:30][C:31]1[CH:36]=[CH:35][C:34]([O:37][CH3:38])=[CH:33][CH:32]=1)=O)(C)(C)C.C(O)(C(F)(F)F)=O. Given the product [CH2:27]([N:24]([CH2:25][CH3:26])[C:23](=[O:29])[CH2:22][CH2:21][C:18]1[CH:19]=[CH:20][C:15]([NH:14][CH2:13][C@@H:9]2[CH2:10][CH2:11][CH2:12][NH:8]2)=[C:16]([O:30][C:31]2[CH:32]=[CH:33][C:34]([O:37][CH3:38])=[CH:35][CH:36]=2)[CH:17]=1)[CH3:28], predict the reactants needed to synthesize it. (5) Given the product [NH2:26][C:7]1[CH:6]=[N:5][CH:4]=[C:3]([C:1]#[N:2])[C:8]=1[N:9]1[CH2:14][CH2:13][CH2:12][C@H:11]([NH:15][C:16](=[O:25])[O:17][CH2:18][C:19]2[CH:20]=[CH:21][CH:22]=[CH:23][CH:24]=2)[CH2:10]1, predict the reactants needed to synthesize it. The reactants are: [C:1]([C:3]1[CH:4]=[N:5][CH:6]=[C:7]([N+:26]([O-])=O)[C:8]=1[N:9]1[CH2:14][CH2:13][CH2:12][C@H:11]([NH:15][C:16](=[O:25])[O:17][CH2:18][C:19]2[CH:24]=[CH:23][CH:22]=[CH:21][CH:20]=2)[CH2:10]1)#[N:2].[Cl-].[NH4+]. (6) Given the product [C:17]([C:19]1[CH:24]=[CH:23][C:22]([C:2]2[CH:7]=[CH:6][C:5]([N:8]([CH2:13][C:14]([OH:16])=[O:15])[S:9]([CH3:12])(=[O:11])=[O:10])=[CH:4][CH:3]=2)=[CH:21][CH:20]=1)#[N:18], predict the reactants needed to synthesize it. The reactants are: Br[C:2]1[CH:7]=[CH:6][C:5]([N:8]([CH2:13][C:14]([OH:16])=[O:15])[S:9]([CH3:12])(=[O:11])=[O:10])=[CH:4][CH:3]=1.[C:17]([C:19]1[CH:24]=[CH:23][C:22](B(O)O)=[CH:21][CH:20]=1)#[N:18].C(=O)([O-])[O-].[Na+].[Na+]. (7) Given the product [F:22][C:21]([F:24])([F:23])[C:19]([NH:1][C:2]1[CH:7]=[CH:6][CH:5]=[C:4]([CH2:8][CH2:9][C:10](=[O:12])[CH3:11])[CH:3]=1)=[O:20], predict the reactants needed to synthesize it. The reactants are: [NH2:1][C:2]1[CH:3]=[C:4]([CH2:8][CH2:9][C:10](=[O:12])[CH3:11])[CH:5]=[CH:6][CH:7]=1.N1C=CC=CC=1.[C:19](O[C:19]([C:21]([F:24])([F:23])[F:22])=[O:20])([C:21]([F:24])([F:23])[F:22])=[O:20].O. (8) Given the product [NH2:2][CH2:1][C@@H:3]1[CH2:7][CH2:6][N:5]([C:8]([O:10][C:11]([CH3:14])([CH3:13])[CH3:12])=[O:9])[CH2:4]1, predict the reactants needed to synthesize it. The reactants are: [C:1]([C@@H:3]1[CH2:7][CH2:6][N:5]([C:8]([O:10][C:11]([CH3:14])([CH3:13])[CH3:12])=[O:9])[CH2:4]1)#[N:2]. (9) Given the product [S:35]([OH:39])([OH:38])(=[O:37])=[O:36].[Cl:1][C:2]1[CH:7]=[C:6]([O:8][C:9]2[C:18]3[C:13](=[CH:14][C:15]([O:21][CH3:22])=[C:16]([O:19][CH3:20])[CH:17]=3)[N:12]=[CH:11][CH:10]=2)[CH:5]=[CH:4][C:3]=1[NH:23][C:24]([NH:26][C:27]1[CH:31]=[C:30]([CH3:32])[O:29][N:28]=1)=[O:25], predict the reactants needed to synthesize it. The reactants are: [Cl:1][C:2]1[CH:7]=[C:6]([O:8][C:9]2[C:18]3[C:13](=[CH:14][C:15]([O:21][CH3:22])=[C:16]([O:19][CH3:20])[CH:17]=3)[N:12]=[CH:11][CH:10]=2)[CH:5]=[CH:4][C:3]=1[NH:23][C:24]([NH:26][C:27]1[CH:31]=[C:30]([CH3:32])[O:29][N:28]=1)=[O:25].CO.[S:35](=[O:39])(=[O:38])([OH:37])[OH:36].O.